This data is from hERG potassium channel inhibition data for cardiac toxicity prediction from Karim et al.. The task is: Regression/Classification. Given a drug SMILES string, predict its toxicity properties. Task type varies by dataset: regression for continuous values (e.g., LD50, hERG inhibition percentage) or binary classification for toxic/non-toxic outcomes (e.g., AMES mutagenicity, cardiotoxicity, hepatotoxicity). Dataset: herg_karim. (1) The compound is CC(C)CNC(=O)c1cn(-c2cccc(Br)c2)c2ncccc2c1=O. The result is 0 (non-blocker). (2) The molecule is O=c1ccn2c(-c3ccc(F)cc3F)cccc2c1-c1cc(-c2nnco2)ccc1F. The result is 0 (non-blocker).